Dataset: Catalyst prediction with 721,799 reactions and 888 catalyst types from USPTO. Task: Predict which catalyst facilitates the given reaction. (1) Reactant: [C:1]([O:5][C:6](=[O:26])[N:7]([CH3:25])[C@H:8]([C:10](=[O:24])[NH:11][C@@H:12]1[C:18](=[O:19])[NH:17][C:16]2[CH:20]=[CH:21][CH:22]=[CH:23][C:15]=2[CH2:14][CH2:13]1)[CH3:9])([CH3:4])([CH3:3])[CH3:2].Br[CH2:28][C:29]1[CH:34]=[C:33]([F:35])[CH:32]=[CH:31][C:30]=1[O:36][CH3:37].C([O-])([O-])=O.[Cs+].[Cs+]. Product: [C:1]([O:5][C:6](=[O:26])[N:7]([C@H:8]([C:10](=[O:24])[NH:11][C@@H:12]1[C:18](=[O:19])[N:17]([CH2:28][C:29]2[CH:34]=[C:33]([F:35])[CH:32]=[CH:31][C:30]=2[O:36][CH3:37])[C:16]2[CH:20]=[CH:21][CH:22]=[CH:23][C:15]=2[CH2:14][CH2:13]1)[CH3:9])[CH3:25])([CH3:4])([CH3:2])[CH3:3]. The catalyst class is: 3. (2) Reactant: C1(P(C2C=CC=CC=2)C2C=CC=CC=2)C=CC=CC=1.[CH2:20]([N:22]([CH2:26][CH3:27])[CH2:23][CH2:24][OH:25])[CH3:21].O[C:29]1[CH:38]=[C:37]2[C:32]([C:33]([O:39][C:40]3[CH:41]=[C:42]4[C:46](=[CH:47][CH:48]=3)[NH:45][C:44]([CH3:49])=[CH:43]4)=[N:34][CH:35]=[N:36]2)=[CH:31][C:30]=1[O:50][CH3:51].N(C(OCC)=O)=NC(OCC)=O. Product: [CH2:20]([N:22]([CH2:23][CH2:24][O:25][C:29]1[CH:38]=[C:37]2[C:32]([C:33]([O:39][C:40]3[CH:41]=[C:42]4[C:46](=[CH:47][CH:48]=3)[NH:45][C:44]([CH3:49])=[CH:43]4)=[N:34][CH:35]=[N:36]2)=[CH:31][C:30]=1[O:50][CH3:51])[CH2:26][CH3:27])[CH3:21]. The catalyst class is: 2. (3) Reactant: C(=O)([O-])[O-].[K+].[K+].[C:7]([C:9]1[CH:10]=[C:11]([S:16]([NH:19][C:20]2[S:24][N:23]=[CH:22][N:21]=2)(=[O:18])=[O:17])[CH:12]=[CH:13][C:14]=1F)#[N:8].[I:25][C:26]1[CH:31]=[C:30]([C:32]([F:35])([F:34])[F:33])[CH:29]=[CH:28][C:27]=1[OH:36]. Product: [C:7]([C:9]1[CH:10]=[C:11]([S:16]([NH:19][C:20]2[S:24][N:23]=[CH:22][N:21]=2)(=[O:18])=[O:17])[CH:12]=[CH:13][C:14]=1[O:36][C:27]1[CH:28]=[CH:29][C:30]([C:32]([F:33])([F:34])[F:35])=[CH:31][C:26]=1[I:25])#[N:8]. The catalyst class is: 148. (4) Reactant: [Cl:1][C:2]1[C:3]([F:28])=[C:4]([CH:8]2[C:12]([C:15]3[CH:20]=[CH:19][C:18]([Cl:21])=[CH:17][C:16]=3[F:22])([C:13]#[N:14])[CH:11]([CH2:23][C:24]([CH3:27])([CH3:26])[CH3:25])[CH2:10][NH:9]2)[CH:5]=[CH:6][CH:7]=1.[C:29](Cl)(Cl)=[O:30].C(N(CC)CC)C.[CH3:40][O:41][C:42](=[O:50])[C:43]1[CH:48]=[CH:47][CH:46]=[C:45]([NH2:49])[CH:44]=1. Product: [CH3:40][O:41][C:42](=[O:50])[C:43]1[CH:48]=[CH:47][CH:46]=[C:45]([NH:49][C:29]([N:9]2[CH2:10][C@@H:11]([CH2:23][C:24]([CH3:25])([CH3:27])[CH3:26])[C@@:12]([C:15]3[CH:20]=[CH:19][C:18]([Cl:21])=[CH:17][C:16]=3[F:22])([C:13]#[N:14])[C@H:8]2[C:4]2[CH:5]=[CH:6][CH:7]=[C:2]([Cl:1])[C:3]=2[F:28])=[O:30])[CH:44]=1. The catalyst class is: 2. (5) Reactant: [N+:1]([C:4]1[CH:5]=[C:6](B(O)O)[CH:7]=[C:8]([C:10]([O:12][CH3:13])=[O:11])[CH:9]=1)([O-:3])=[O:2].[OH-].[Na+].C(=O)(O)[O-:20].[Na+].OOS([O-])=O.[K+]. Product: [OH:20][C:6]1[CH:7]=[C:8]([CH:9]=[C:4]([N+:1]([O-:3])=[O:2])[CH:5]=1)[C:10]([O:12][CH3:13])=[O:11]. The catalyst class is: 283. (6) Reactant: [CH3:1][C@H:2]1[C@@H:10]2[C:6](=[C:7]([CH3:11])[CH2:8][CH2:9]2)[C@H:5](/[CH:12]=[C:13](/[C:15]([OH:17])=[O:16])\[CH3:14])[CH2:4][CH2:3]1.C([N:20](CC)CC)C.ClC(OC)=O.N. Product: [CH3:1][C@H:2]1[C@@H:10]2[C:6](=[C:7]([CH3:11])[CH2:8][CH2:9]2)[C@H:5](/[CH:12]=[C:13](/[C:15]([OH:17])=[O:16])\[CH3:14])[CH2:4][CH2:3]1.[CH3:1][C@H:2]1[C@@H:10]2[C:6](=[C:7]([CH3:11])[CH2:8][CH2:9]2)[C@H:5](/[CH:12]=[C:13](/[C:15]([NH2:20])=[O:17])\[CH3:14])[CH2:4][CH2:3]1. The catalyst class is: 1. (7) Reactant: [CH3:1][N:2]([CH3:31])[CH2:3][CH2:4][NH:5][C:6]1[N:15]=[C:14]2[C:9]([C:10](=[O:29])[C:11]([C:24]([O:26]CC)=[O:25])=[CH:12][N:13]2[CH2:16][C@@H:17]2[CH2:21][CH2:20][CH2:19][N:18]2[CH2:22][CH3:23])=[CH:8][C:7]=1[I:30].C1COCC1.[Li+].[OH-]. Product: [CH3:31][N:2]([CH3:1])[CH2:3][CH2:4][NH:5][C:6]1[N:15]=[C:14]2[C:9]([C:10](=[O:29])[C:11]([C:24]([OH:26])=[O:25])=[CH:12][N:13]2[CH2:16][C@@H:17]2[CH2:21][CH2:20][CH2:19][N:18]2[CH2:22][CH3:23])=[CH:8][C:7]=1[I:30]. The catalyst class is: 5.